This data is from Reaction yield outcomes from USPTO patents with 853,638 reactions. The task is: Predict the reaction yield, written as a fraction of the theoretical maximum amount of product (1.0 means a 100% yield; for example, 0.34 means a 34% yield). (1) The reactants are Cl[C:2]1[C:14]2[C:13]3[C:8](=[CH:9][CH:10]=[CH:11][CH:12]=3)[NH:7][C:6]=2[N:5]=[C:4]([NH:15][C:16](=[O:21])[C:17]([CH3:20])([CH3:19])[CH3:18])[N:3]=1.[CH3:22][O:23][C:24]1[CH:31]=[CH:30][C:27]([NH:28][CH3:29])=[CH:26][CH:25]=1. No catalyst specified. The product is [CH3:22][O:23][C:24]1[CH:31]=[CH:30][C:27]([N:28]([CH3:29])[C:2]2[C:14]3[C:13]4[C:8](=[CH:9][CH:10]=[CH:11][CH:12]=4)[NH:7][C:6]=3[N:5]=[C:4]([NH:15][C:16](=[O:21])[C:17]([CH3:20])([CH3:19])[CH3:18])[N:3]=2)=[CH:26][CH:25]=1. The yield is 0.370. (2) The reactants are [CH3:1][CH:2]1[CH2:6][CH:5]([C:7]([O:9]C)=O)[C:4](=O)[CH2:3]1.S(O)(O)(=O)=O.[CH3:17][S:18][C:19](=[NH:21])[NH2:20].[OH-].[K+]. The catalyst is O. The product is [CH3:1][CH:2]1[CH2:3][C:4]2[N:20]=[C:19]([S:18][CH3:17])[NH:21][C:7](=[O:9])[C:5]=2[CH2:6]1. The yield is 0.430. (3) The reactants are [CH3:1][C:2]1[CH:3]=[C:4](Br)[CH:5]=[C:6]2[C:10]=1[C:9](=[O:11])[N:8]([CH2:12][C:13]1[CH:18]=[CH:17][C:16]([O:19][C:20]([F:23])([F:22])[F:21])=[CH:15][CH:14]=1)[CH2:7]2.C[O-].[Na+].CO.[C:30](OCC)(=[O:32])C. The catalyst is CO.CCCCCC. The product is [CH3:1][C:2]1[CH:3]=[C:4]([O:32][CH3:30])[CH:5]=[C:6]2[C:10]=1[C:9](=[O:11])[N:8]([CH2:12][C:13]1[CH:18]=[CH:17][C:16]([O:19][C:20]([F:23])([F:22])[F:21])=[CH:15][CH:14]=1)[CH2:7]2. The yield is 0.410. (4) The reactants are [C:1]([C:4]1[CH:9]=[CH:8][N:7]=[C:6]([NH:10][C:11](=[O:13])[CH3:12])[CH:5]=1)(=[S:3])[NH2:2].Cl[CH:15]([C:21](=[O:28])C1C=CC=CC=1)[C:16]([O:18][CH2:19][CH3:20])=[O:17].S(=O)(=O)(O)O. The catalyst is CC(O)C.[Br-].C([N+](CCCC)(CCCC)CCCC)CCC.C(OCC)(=O)C.C(=O)(O)[O-].[Na+].C(OC(=O)C)(=O)C. The product is [C:11]([NH:10][C:6]1[CH:5]=[C:4]([C:1]2[S:3][C:15]([C:16]([O:18][CH2:19][CH3:20])=[O:17])=[C:21]([OH:28])[N:2]=2)[CH:9]=[CH:8][N:7]=1)(=[O:13])[CH3:12]. The yield is 0.310. (5) The reactants are [O:1]=[S:2]1(=[O:8])[CH2:6][CH2:5][C@H:4]([NH2:7])[CH2:3]1.[Br:9][C:10]1[CH:15]=[CH:14][C:13]([S:16](Cl)(=[O:18])=[O:17])=[CH:12][CH:11]=1.C(N(CC)CC)C.O. The product is [Br:9][C:10]1[CH:15]=[CH:14][C:13]([S:16]([NH:7][C@H:4]2[CH2:5][CH2:6][S:2](=[O:8])(=[O:1])[CH2:3]2)(=[O:18])=[O:17])=[CH:12][CH:11]=1. The catalyst is ClCCl. The yield is 0.650. (6) The reactants are [C:1]12([C:11]3[CH:21]=[CH:20][C:14]([O:15][CH2:16][C:17]([OH:19])=O)=[CH:13][CH:12]=3)[CH2:10][CH:5]3[CH2:6][CH:7]([CH2:9][CH:3]([CH2:4]3)[CH2:2]1)[CH2:8]2.[NH2:22][C:23]1[CH:28]=[CH:27][C:26]([N:29]2[CH2:34][CH2:33][S:32](=[O:36])(=[O:35])[CH2:31][CH2:30]2)=[CH:25][CH:24]=1. No catalyst specified. The product is [C:1]12([C:11]3[CH:21]=[CH:20][C:14]([O:15][CH2:16][C:17]([NH:22][C:23]4[CH:28]=[CH:27][C:26]([N:29]5[CH2:30][CH2:31][S:32](=[O:36])(=[O:35])[CH2:33][CH2:34]5)=[CH:25][CH:24]=4)=[O:19])=[CH:13][CH:12]=3)[CH2:2][CH:3]3[CH2:4][CH:5]([CH2:6][CH:7]([CH2:9]3)[CH2:8]1)[CH2:10]2. The yield is 0.898.